This data is from Forward reaction prediction with 1.9M reactions from USPTO patents (1976-2016). The task is: Predict the product of the given reaction. Given the reactants Cl.[Cl:2][C:3]1[CH:4]=[CH:5][C:6]2[CH2:12][CH2:11][NH:10][CH2:9][C@H:8]([CH3:13])[C:7]=2[CH:14]=1.C(N(CC)CC)C.[C:22](Cl)(=[O:24])[CH3:23], predict the reaction product. The product is: [Cl:2][C:3]1[CH:4]=[CH:5][C:6]2[CH2:12][CH2:11][N:10]([C:22](=[O:24])[CH3:23])[CH2:9][C@H:8]([CH3:13])[C:7]=2[CH:14]=1.